This data is from Reaction yield outcomes from USPTO patents with 853,638 reactions. The task is: Predict the reaction yield, written as a fraction of the theoretical maximum amount of product (1.0 means a 100% yield; for example, 0.34 means a 34% yield). (1) The reactants are [CH:1]1([CH2:7][C:8]([OH:10])=O)[CH2:6][CH2:5][CH2:4][CH2:3][CH2:2]1.Cl.[CH3:12][C:13]1[C:17]([CH2:18][N:19]2[CH:23]=[C:22]([NH2:24])[CH:21]=[N:20]2)=[C:16]([CH3:25])[O:15][N:14]=1. No catalyst specified. The product is [CH:1]1([CH2:7][C:8]([NH:24][C:22]2[CH:21]=[N:20][N:19]([CH2:18][C:17]3[C:13]([CH3:12])=[N:14][O:15][C:16]=3[CH3:25])[CH:23]=2)=[O:10])[CH2:2][CH2:3][CH2:4][CH2:5][CH2:6]1. The yield is 0.170. (2) The reactants are [C:1]([NH:6][CH2:7][CH2:8][CH2:9][CH2:10][CH2:11][CH2:12][CH2:13][CH2:14][CH2:15][CH2:16][C:17]([OH:19])=[O:18])(=[O:5])[C:2]([CH3:4])=[CH2:3].[C:20]([O:25][CH2:26][CH2:27][CH2:28][S:29]([O-:32])(=[O:31])=[O:30])(=[O:24])[C:21]([CH3:23])=[CH2:22].[K+:33].C(OCC)(=O)C. The catalyst is CO.N(C(C)(C)C#N)=NC(C)(C)C#N. The product is [C:1]([NH:6][CH2:7][CH2:8][CH2:9][CH2:10][CH2:11][CH2:12][CH2:13][CH2:14][CH2:15][CH2:16][C:17]([OH:19])=[O:18])(=[O:5])[C:2]([CH3:4])=[CH2:3].[C:20]([O:25][CH2:26][CH2:27][CH2:28][S:29]([O-:32])(=[O:30])=[O:31])(=[O:24])[C:21]([CH3:23])=[CH2:22].[K+:33]. The yield is 0.924. (3) The reactants are [N+:1]([C:4]1[CH:5]=[C:6]([NH2:13])[C:7](=[CH:11][CH:12]=1)[C:8]([OH:10])=O)([O-:3])=[O:2].O=S(Cl)Cl.[Cl:18][C:19]1[CH:25]=[CH:24][CH:23]=[CH:22][C:20]=1[NH2:21].C(Cl)(Cl)Cl. The catalyst is C1C=CC=CC=1. The product is [NH2:13][C:6]1[CH:5]=[C:4]([N+:1]([O-:3])=[O:2])[CH:12]=[CH:11][C:7]=1[C:8]([NH:21][C:20]1[CH:22]=[CH:23][CH:24]=[CH:25][C:19]=1[Cl:18])=[O:10]. The yield is 0.310. (4) The reactants are [H-].[H-].[H-].[H-].[Li+].[Al+3].[CH3:7][O:8][C:9]1[CH:10]=[C:11]([CH:16]=[C:17]([O:22][CH3:23])[C:18]=1[CH2:19][CH2:20][CH3:21])[C:12](OC)=[O:13]. The catalyst is CCOCC. The product is [CH3:23][O:22][C:17]1[CH:16]=[C:11]([CH:10]=[C:9]([O:8][CH3:7])[C:18]=1[CH2:19][CH2:20][CH3:21])[CH2:12][OH:13]. The yield is 0.880.